From a dataset of Forward reaction prediction with 1.9M reactions from USPTO patents (1976-2016). Predict the product of the given reaction. (1) Given the reactants [CH2:1]([N:3]([CH2:11][C:12]1[CH:13]=[N:14][CH:15]=[C:16]([C:19]2[CH:20]=[C:21]3[C:25](=[CH:26][CH:27]=2)[N:24]([CH:28]2[CH2:33][CH2:32][CH2:31][CH2:30][O:29]2)[N:23]=[C:22]3[C:34]2[NH:35][C:36]([C:39]([NH:41][CH2:42][C:43]3C=N[CH:46]=[CH:47][CH:48]=3)=[O:40])=[CH:37][N:38]=2)[C:17]=1[CH3:18])[C:4](=[O:10])[O:5][C:6]([CH3:9])([CH3:8])[CH3:7])[CH3:2].[C:49](OC(N(CC1C(C)=C(C2C=C3C(=CC=2)N(C2CCCCO2)N=C3C2NC(C(O)=O)=CN=2)C=NC=1)CC)=O)(C)(C)C.CCN(CC)CC.C1(N)CCCCC1.CN(C(ON1N=NC2C=CC=NC1=2)=[N+](C)C)C.F[P-](F)(F)(F)(F)F, predict the reaction product. The product is: [CH:42]1([NH:41][C:39]([C:36]2[NH:35][C:34]([C:22]3[C:21]4[C:25](=[CH:26][CH:27]=[C:19]([C:16]5[C:17]([CH3:18])=[C:12]([CH2:11][N:3]([CH2:1][CH3:2])[C:4](=[O:10])[O:5][C:6]([CH3:7])([CH3:8])[CH3:9])[CH:13]=[N:14][CH:15]=5)[CH:20]=4)[N:24]([CH:28]4[CH2:33][CH2:32][CH2:31][CH2:30][O:29]4)[N:23]=3)=[N:38][CH:37]=2)=[O:40])[CH2:49][CH2:46][CH2:47][CH2:48][CH2:43]1. (2) Given the reactants [C:1]([CH:8]([NH2:18])[C:9]1[O:10][CH2:11][CH:12]([C:14]([O:16][CH3:17])=[O:15])[N:13]=1)([O:3][C:4]([CH3:7])([CH3:6])[CH3:5])=[O:2], predict the reaction product. The product is: [C:1]([CH:8]([NH2:18])[C:9]1[O:10][CH:11]=[C:12]([C:14]([O:16][CH3:17])=[O:15])[N:13]=1)([O:3][C:4]([CH3:7])([CH3:6])[CH3:5])=[O:2]. (3) Given the reactants [Cl:1][C:2]1[NH:6][C:5]2[CH:7]=[CH:8][C:9]([Cl:11])=[CH:10][C:4]=2[N:3]=1.N12CCN(CC1)CC2.[CH3:20][N:21]([CH3:26])[S:22](Cl)(=[O:24])=[O:23], predict the reaction product. The product is: [Cl:1][C:2]1[N:6]([S:22]([N:21]([CH3:26])[CH3:20])(=[O:24])=[O:23])[C:5]2[CH:7]=[CH:8][C:9]([Cl:11])=[CH:10][C:4]=2[N:3]=1.